Dataset: Peptide-MHC class II binding affinity with 134,281 pairs from IEDB. Task: Regression. Given a peptide amino acid sequence and an MHC pseudo amino acid sequence, predict their binding affinity value. This is MHC class II binding data. (1) The peptide sequence is IDLNVLLSAAINFFL. The MHC is HLA-DPA10201-DPB10501 with pseudo-sequence HLA-DPA10201-DPB10501. The binding affinity (normalized) is 0.308. (2) The peptide sequence is RQNIHSLSPQEREQF. The MHC is DRB1_0901 with pseudo-sequence DRB1_0901. The binding affinity (normalized) is 0.173. (3) The peptide sequence is IHKASTVLAFPAGVC. The MHC is DRB5_0101 with pseudo-sequence DRB5_0101. The binding affinity (normalized) is 0.353. (4) The peptide sequence is FMALVAFLRFLTIPP. The MHC is DRB1_1101 with pseudo-sequence DRB1_1101. The binding affinity (normalized) is 0.625. (5) The peptide sequence is PQQPFPQQPQQPYPQ. The MHC is HLA-DPA10301-DPB10402 with pseudo-sequence HLA-DPA10301-DPB10402. The binding affinity (normalized) is 0. (6) The peptide sequence is SLMYFHKRDMRLLSL. The MHC is HLA-DQA10501-DQB10402 with pseudo-sequence HLA-DQA10501-DQB10402. The binding affinity (normalized) is 0.695. (7) The peptide sequence is EDPYWGNGDRHSDYQPLGTQDQSLY. The MHC is DRB3_0101 with pseudo-sequence DRB3_0101. The binding affinity (normalized) is 0.